From a dataset of Full USPTO retrosynthesis dataset with 1.9M reactions from patents (1976-2016). Predict the reactants needed to synthesize the given product. (1) The reactants are: [CH2:1]([O:11][C:12]1[CH:17]=[CH:16][C:15]([CH2:18][NH2:19])=[CH:14][CH:13]=1)[CH2:2][CH2:3][CH2:4][CH2:5][CH2:6][CH2:7][CH2:8][CH2:9][CH3:10].Cl[C:21]1[C:30]2[C:25](=[CH:26][CH:27]=[CH:28][CH:29]=2)[N:24]=[CH:23][N:22]=1.O(C1C=C(C=CC=1)CNC1C2C(=CC=CC=2)N=CN=1)C1C=CC=CC=1. Given the product [CH2:1]([O:11][C:12]1[CH:17]=[CH:16][C:15]([CH2:18][NH:19][C:21]2[C:30]3[C:25](=[CH:26][CH:27]=[CH:28][CH:29]=3)[N:24]=[CH:23][N:22]=2)=[CH:14][CH:13]=1)[CH2:2][CH2:3][CH2:4][CH2:5][CH2:6][CH2:7][CH2:8][CH2:9][CH3:10], predict the reactants needed to synthesize it. (2) Given the product [CH2:9]([NH:16][C:18]1[CH:19]=[C:20]([CH3:25])[CH:21]=[C:22]([CH3:24])[CH:23]=1)[C:10]1[CH:15]=[CH:14][CH:13]=[CH:12][CH:11]=1, predict the reactants needed to synthesize it. The reactants are: [O-]P([O-])([O-])=O.[K+].[K+].[K+].[CH2:9]([NH2:16])[C:10]1[CH:15]=[CH:14][CH:13]=[CH:12][CH:11]=1.I[C:18]1[CH:19]=[C:20]([CH3:25])[CH:21]=[C:22]([CH3:24])[CH:23]=1.C(O)CO. (3) Given the product [CH:1]([C:4]1[CH:12]=[C:11]2[C:7]([C:8]([CH3:14])=[CH:9][N:10]2[CH3:13])=[CH:6][C:5]=1[O:15][C:16]1[C:17]([NH2:18])=[N:29][C:28]([NH2:30])=[N:27][CH:19]=1)([CH3:2])[CH3:3], predict the reactants needed to synthesize it. The reactants are: [CH:1]([C:4]1[CH:12]=[C:11]2[C:7]([C:8]([CH3:14])=[CH:9][N:10]2[CH3:13])=[CH:6][C:5]=1[O:15][C:16](=[CH:19]COC)[C:17]#[N:18])([CH3:3])[CH3:2].C(=O)(O)O.[NH2:27][C:28]([NH2:30])=[NH:29].C[O-].[Na+].Cl.